Dataset: Reaction yield outcomes from USPTO patents with 853,638 reactions. Task: Predict the reaction yield, written as a fraction of the theoretical maximum amount of product (1.0 means a 100% yield; for example, 0.34 means a 34% yield). (1) The reactants are Cl.[NH2:2][CH2:3][CH2:4][C:5]1[C:13]2[C:8](=[CH:9][CH:10]=[CH:11][CH:12]=2)[NH:7][CH:6]=1.CCO.[C:17]([O:21][CH2:22][CH3:23])(=[O:20])[CH:18]=O.N#N. The catalyst is C1(C)C=CC=CC=1. The product is [CH2:22]([O:21][C:17]([CH:18]1[C:6]2[NH:7][C:8]3[C:13](=[CH:12][CH:11]=[CH:10][CH:9]=3)[C:5]=2[CH2:4][CH2:3][NH:2]1)=[O:20])[CH3:23]. The yield is 0.680. (2) The reactants are [Br:1][C:2]1[C:3]([O:11][C:12]2[CH:17]=[CH:16][C:15]([F:18])=[CH:14][C:13]=2[F:19])=[N:4][CH:5]=[C:6]([N+:8]([O-])=O)[CH:7]=1.[Cl-].[NH4+].O.C(O)C. The catalyst is C1COCC1.[Fe]. The product is [Br:1][C:2]1[CH:7]=[C:6]([NH2:8])[CH:5]=[N:4][C:3]=1[O:11][C:12]1[CH:17]=[CH:16][C:15]([F:18])=[CH:14][C:13]=1[F:19]. The yield is 0.460. (3) The reactants are [CH2:1](Br)[C:2]1[CH:7]=[CH:6][CH:5]=[CH:4][CH:3]=1.[H-].[Na+].[Br:11][C:12]1[CH:17]=[CH:16][C:15]([C@@:18]2([CH3:37])[C:22](=[O:23])[N:21]([C@@H:24]([CH2:32][CH:33]([CH3:35])[CH3:34])[C:25]([O:27][C:28]([CH3:31])([CH3:30])[CH3:29])=[O:26])[C:20](=[O:36])[NH:19]2)=[CH:14][CH:13]=1. The catalyst is CN(C=O)C. The product is [Br:11][C:12]1[CH:17]=[CH:16][C:15]([C@@:18]2([CH3:37])[C:22](=[O:23])[N:21]([C@@H:24]([CH2:32][CH:33]([CH3:34])[CH3:35])[C:25]([O:27][C:28]([CH3:29])([CH3:30])[CH3:31])=[O:26])[C:20](=[O:36])[N:19]2[CH2:1][C:2]2[CH:7]=[CH:6][CH:5]=[CH:4][CH:3]=2)=[CH:14][CH:13]=1. The yield is 0.930. (4) The reactants are [CH:1]1([N:6]2[C:10]3[N:11]=[N:12][C:13]([O:15]C)=[CH:14][C:9]=3[C:8]3[CH:17]=[N:18][C:19]([NH2:21])=[N:20][C:7]2=3)[CH2:5][CH2:4][CH2:3][CH2:2]1.Cl.N1C=CC=CC=1.C(N(CC)CC)C.C1C=CC(N([S:43]([C:46]([F:49])([F:48])[F:47])(=[O:45])=[O:44])[S:43]([C:46]([F:49])([F:48])[F:47])(=[O:45])=[O:44])=CC=1. The catalyst is C1COCC1.CN(C)C1C=CN=CC=1. The product is [F:47][C:46]([F:49])([F:48])[S:43]([O:15][C:13]1[N:12]=[N:11][C:10]2[N:6]([CH:1]3[CH2:5][CH2:4][CH2:3][CH2:2]3)[C:7]3[N:20]=[C:19]([NH2:21])[N:18]=[CH:17][C:8]=3[C:9]=2[CH:14]=1)(=[O:45])=[O:44]. The yield is 0.620. (5) The reactants are FC(F)(F)S(O[C:7]1[C:16]2[C:11](=[C:12]([C:17]([F:20])([F:19])[F:18])[CH:13]=[CH:14][CH:15]=2)[N:10]=[CH:9][C:8]=1[C:21](=[O:28])[C:22]1[CH:27]=[CH:26][CH:25]=[CH:24][CH:23]=1)(=O)=O.[CH3:31][O:32][C:33]1[CH:38]=[CH:37][C:36](B(O)O)=[CH:35][CH:34]=1.[O-]P([O-])([O-])=O.[K+].[K+].[K+]. The catalyst is O1CCOCC1. The product is [CH3:31][O:32][C:33]1[CH:38]=[CH:37][C:36]([C:7]2[C:16]3[C:11](=[C:12]([C:17]([F:18])([F:19])[F:20])[CH:13]=[CH:14][CH:15]=3)[N:10]=[CH:9][C:8]=2[C:21]([C:22]2[CH:27]=[CH:26][CH:25]=[CH:24][CH:23]=2)=[O:28])=[CH:35][CH:34]=1. The yield is 0.810. (6) The reactants are [C:1]([C:3]1[CH:4]=[C:5]([CH:13]=[CH:14][CH:15]=1)[C:6]([O:8][C:9](C)(C)C)=[O:7])#[CH:2].C(O)(C(F)(F)F)=O.OS(O)(=O)=O. The catalyst is C(Cl)Cl.CO. The product is [C:1]([C:3]1[CH:4]=[C:5]([CH:13]=[CH:14][CH:15]=1)[C:6]([O:8][CH3:9])=[O:7])#[CH:2]. The yield is 0.960. (7) The reactants are Br[C:2]1[C:8]([CH3:9])=[CH:7][CH:6]=[CH:5][C:3]=1[NH2:4].CC1(C)C(C)(C)OBO1.C1CCC(P(C2C(C3C=CC=CC=3)=CC=CC=2)C2CCCCC2)CC1.Cl[C:45]1[N:52]=[CH:51][CH:50]=[CH:49][C:46]=1[C:47]#[N:48].C(=O)([O-])[O-].[K+].[K+].[H-].[Na+]. The catalyst is O1CCOCC1.O. The product is [CH3:9][C:8]1[C:2]2[C:45]3[N:52]=[CH:51][CH:50]=[CH:49][C:46]=3[C:47]([NH2:48])=[N:4][C:3]=2[CH:5]=[CH:6][CH:7]=1. The yield is 0.450. (8) The reactants are [OH:1][C:2]1[CH:3]=[C:4]2[C:9](=[CH:10][CH:11]=1)[CH:8]=[C:7]([C:12]1[CH:17]=[CH:16][N:15]=[C:14]([C:18]([O:20][CH3:21])=[O:19])[CH:13]=1)[CH:6]=[CH:5]2.C(=O)([O-])[O-].[Cs+].[Cs+].Cl[CH2:29][C:30]1[C:31]([C:38]2[C:43]([Cl:44])=[CH:42][CH:41]=[CH:40][C:39]=2[Cl:45])=[N:32][O:33][C:34]=1[CH:35]([CH3:37])[CH3:36].C(OCC)(=O)C. The catalyst is CN(C)C=O.O. The product is [Cl:44][C:43]1[CH:42]=[CH:41][CH:40]=[C:39]([Cl:45])[C:38]=1[C:31]1[C:30]([CH2:29][O:1][C:2]2[CH:3]=[C:4]3[C:9](=[CH:10][CH:11]=2)[CH:8]=[C:7]([C:12]2[CH:17]=[CH:16][N:15]=[C:14]([C:18]([O:20][CH3:21])=[O:19])[CH:13]=2)[CH:6]=[CH:5]3)=[C:34]([CH:35]([CH3:37])[CH3:36])[O:33][N:32]=1. The yield is 0.850. (9) The reactants are [CH3:1][NH:2][C:3]1[N:8]=[C:7]([CH2:9][CH2:10][O:11][C:12]2[CH:17]=[CH:16][C:15]([CH2:18][CH:19]([CH:25]=[CH2:26])[CH2:20][C:21]([O:23]C)=[O:22])=[CH:14][CH:13]=2)[CH:6]=[CH:5][CH:4]=1.[Li+].[OH-].Cl. The catalyst is C1COCC1.O. The product is [CH3:1][NH:2][C:3]1[N:8]=[C:7]([CH2:9][CH2:10][O:11][C:12]2[CH:17]=[CH:16][C:15]([CH2:18][CH:19]([CH:25]=[CH2:26])[CH2:20][C:21]([OH:23])=[O:22])=[CH:14][CH:13]=2)[CH:6]=[CH:5][CH:4]=1. The yield is 0.520. (10) The yield is 0.720. The catalyst is C(OC(C)C)(C)C. The reactants are [CH:1]([C:4]1[CH:9]=[CH:8][C:7](/[CH:10]=[CH:11]/[CH2:12]O)=[CH:6][CH:5]=1)([CH3:3])[CH3:2].P(Br)(Br)[Br:15].O. The product is [Br:15][CH2:12]/[CH:11]=[CH:10]/[C:7]1[CH:8]=[CH:9][C:4]([CH:1]([CH3:3])[CH3:2])=[CH:5][CH:6]=1.